Dataset: Forward reaction prediction with 1.9M reactions from USPTO patents (1976-2016). Task: Predict the product of the given reaction. (1) Given the reactants [NH2:1][C:2]1[CH:7]=[C:6]([Cl:8])[CH:5]=[CH:4][C:3]=1[OH:9].C(N(CC)CC)C.[Cl:17][C:18]1[CH:19]=[C:20]([CH:24]=[C:25]([Cl:27])[CH:26]=1)[C:21](Cl)=[O:22], predict the reaction product. The product is: [Cl:8][C:6]1[CH:5]=[CH:4][C:3]([OH:9])=[C:2]([NH:1][C:21](=[O:22])[C:20]2[CH:19]=[C:18]([Cl:17])[CH:26]=[C:25]([Cl:27])[CH:24]=2)[CH:7]=1. (2) Given the reactants [Br:1][C:2]1[C:10]([CH3:11])=[CH:9][C:5]([C:6]([OH:8])=[O:7])=[CH:4][C:3]=1[S:12](Cl)(=O)=O, predict the reaction product. The product is: [Br:1][C:2]1[C:10]([CH3:11])=[CH:9][C:5]([C:6]([OH:8])=[O:7])=[CH:4][C:3]=1[SH:12]. (3) Given the reactants Br[C:2]1[CH:10]=[C:9]2[C:5]([C:6]([CH3:16])([CH3:15])[C:7](=[O:14])[N:8]2[CH:11]([CH3:13])[CH3:12])=[CH:4][CH:3]=1.[B:17]1([B:17]2[O:21][C:20]([CH3:23])([CH3:22])[C:19]([CH3:25])([CH3:24])[O:18]2)[O:21][C:20]([CH3:23])([CH3:22])[C:19]([CH3:25])([CH3:24])[O:18]1.C([O-])(=O)C.[K+].ClCCl, predict the reaction product. The product is: [CH:11]([N:8]1[C:9]2[C:5](=[CH:4][CH:3]=[C:2]([B:17]3[O:21][C:20]([CH3:23])([CH3:22])[C:19]([CH3:25])([CH3:24])[O:18]3)[CH:10]=2)[C:6]([CH3:16])([CH3:15])[C:7]1=[O:14])([CH3:13])[CH3:12]. (4) The product is: [CH3:12][N:13]([C:8](=[O:10])[CH:7]([C:2]1[CH:3]=[CH:4][CH:5]=[CH:6][N:1]=1)[CH3:11])[C@H:14]1[CH2:33][N:18]2[C:19]3[C:24]([C:25]([CH2:26][C:27]([OH:29])=[O:28])=[C:17]2[CH2:16][CH2:15]1)=[CH:23][CH:22]=[CH:21][CH:20]=3. Given the reactants [N:1]1[CH:6]=[CH:5][CH:4]=[CH:3][C:2]=1[CH:7]([CH3:11])[C:8]([OH:10])=O.[CH3:12][NH:13][C@H:14]1[CH2:33][N:18]2[C:19]3[C:24]([C:25]([CH2:26][C:27]([O:29]CCC)=[O:28])=[C:17]2[CH2:16][CH2:15]1)=[CH:23][CH:22]=[CH:21][CH:20]=3, predict the reaction product. (5) Given the reactants [C:1]([OH:16])(=[O:15])[CH2:2][CH2:3][CH2:4][CH2:5][CH2:6][CH2:7][CH2:8][CH2:9][CH2:10][CH2:11][C:12]([OH:14])=[O:13].[C:17](Cl)(=O)[CH2:18][CH2:19][CH2:20][CH2:21][CH2:22][CH2:23][CH2:24][CH2:25][CH2:26][CH2:27][C:28](Cl)=O.[CH:33]1(O)[CH2:44][CH2:43][CH2:42][CH2:41][CH2:40][CH2:39][CH2:38][CH2:37][CH2:36][CH2:35][CH2:34]1.N1C=CC=CC=1, predict the reaction product. The product is: [CH:17]1([O:13][C:12](=[O:14])[CH2:11][CH2:10][CH2:9][CH2:8][CH2:7][CH2:6][CH2:5][CH2:4][CH2:3][CH2:2][C:1]([O:16][CH:33]2[CH2:44][CH2:43][CH2:42][CH2:41][CH2:40][CH2:39][CH2:38][CH2:37][CH2:36][CH2:35][CH2:34]2)=[O:15])[CH2:28][CH2:27][CH2:26][CH2:25][CH2:24][CH2:23][CH2:22][CH2:21][CH2:20][CH2:19][CH2:18]1. (6) Given the reactants [Br:1][C:2]1[N:3]=[C:4]([CH2:22][C:23]([O:25]C)=[O:24])[N:5]([C:15]2[CH:20]=[CH:19][C:18]([Cl:21])=[CH:17][CH:16]=2)[C:6]=1[C:7]1[C:12]([F:13])=[CH:11][CH:10]=[CH:9][C:8]=1[F:14].O.[OH-].[Li+].Cl, predict the reaction product. The product is: [Br:1][C:2]1[N:3]=[C:4]([CH2:22][C:23]([OH:25])=[O:24])[N:5]([C:15]2[CH:20]=[CH:19][C:18]([Cl:21])=[CH:17][CH:16]=2)[C:6]=1[C:7]1[C:8]([F:14])=[CH:9][CH:10]=[CH:11][C:12]=1[F:13].